From a dataset of Reaction yield outcomes from USPTO patents with 853,638 reactions. Predict the reaction yield, written as a fraction of the theoretical maximum amount of product (1.0 means a 100% yield; for example, 0.34 means a 34% yield). (1) The reactants are [Br:1][C:2]1[C:3](F)=[C:4]2[C:10]([NH:11][C:12]([C:14]3[CH:23]=[N:22][C:21]4[C:16](=[CH:17][CH:18]=[CH:19][CH:20]=4)[N:15]=3)=[O:13])=[CH:9][NH:8][C:5]2=[N:6][CH:7]=1.[NH:25]1[CH2:30][CH2:29][CH2:28][C@@H:27]([NH:31][C:32](=[O:38])[O:33][C:34]([CH3:37])([CH3:36])[CH3:35])[CH2:26]1. The yield is 0.110. The product is [Br:1][C:2]1[C:3]([N:25]2[CH2:30][CH2:29][CH2:28][C@@H:27]([NH:31][C:32](=[O:38])[O:33][C:34]([CH3:36])([CH3:35])[CH3:37])[CH2:26]2)=[C:4]2[C:10]([NH:11][C:12]([C:14]3[CH:23]=[N:22][C:21]4[C:16](=[CH:17][CH:18]=[CH:19][CH:20]=4)[N:15]=3)=[O:13])=[CH:9][NH:8][C:5]2=[N:6][CH:7]=1. The catalyst is CCCCO. (2) The reactants are [CH3:1][C:2]([CH3:9])=[CH:3][C:4]([O:6][CH2:7][CH3:8])=[O:5].[CH2:10]([NH2:17])[C:11]1[CH:16]=[CH:15][CH:14]=[CH:13][CH:12]=1. The product is [CH2:10]([NH:17][C:2]([CH3:9])([CH3:1])[CH2:3][C:4]([O:6][CH2:7][CH3:8])=[O:5])[C:11]1[CH:16]=[CH:15][CH:14]=[CH:13][CH:12]=1. The yield is 0.210. The catalyst is CCO. (3) The reactants are [N:1]1[CH:6]=[CH:5][CH:4]=[CH:3][CH:2]=1.[CH3:7][N:8]1[C:16]2[C:11](=[CH:12][CH:13]=[CH:14][CH:15]=2)[C:10](=[O:17])[C:9]1=[O:18].FC(F)(F)S(O[C:25]1[CH:30]=[CH:29][CH:28]=[CH:27][C:26]=1[Si](C)(C)C)(=O)=O.[F-].[K+].O1CCOCCOCCOCCOCCOCC1. The catalyst is C1COCC1. The product is [CH3:7][N:8]1[C:16]2[C:11](=[CH:12][CH:13]=[CH:14][CH:15]=2)[C:10]([O:17][C:25]2[CH:30]=[CH:29][CH:28]=[CH:27][CH:26]=2)([C:2]2[CH:3]=[CH:4][CH:5]=[CH:6][N:1]=2)[C:9]1=[O:18]. The yield is 0.790. (4) The reactants are [CH2:1]([O:8][CH2:9][C@H:10]1[CH2:14][CH2:13][C@@H:12]([N:15]([CH3:26])[S:16]([C:19]2[CH:20]=[N:21][C:22](Cl)=[CH:23][CH:24]=2)(=[O:18])=[O:17])[CH2:11]1)[C:2]1[CH:7]=[CH:6][CH:5]=[CH:4][CH:3]=1.O.[NH2:28][NH2:29]. No catalyst specified. The product is [CH2:1]([O:8][CH2:9][C@H:10]1[CH2:14][CH2:13][C@@H:12]([N:15]([CH3:26])[S:16]([C:19]2[CH:20]=[N:21][C:22]([NH:28][NH2:29])=[CH:23][CH:24]=2)(=[O:18])=[O:17])[CH2:11]1)[C:2]1[CH:7]=[CH:6][CH:5]=[CH:4][CH:3]=1. The yield is 0.860. (5) The reactants are [NH2:1][C:2]1[C:3]([Cl:9])=[N:4][CH:5]=[CH:6][C:7]=1[CH3:8].[Br:10]N1C(=O)C(C)(C)N(Br)C1=O. The catalyst is ClCCl. The product is [Br:10][C:5]1[N:4]=[C:3]([Cl:9])[C:2]([NH2:1])=[C:7]([CH3:8])[CH:6]=1. The yield is 0.940.